This data is from Full USPTO retrosynthesis dataset with 1.9M reactions from patents (1976-2016). The task is: Predict the reactants needed to synthesize the given product. (1) Given the product [N:1]1([C:5]2[N:14]=[C:13]3[C:8]([C:9](=[O:24])[C:10]([C:19]([OH:21])=[O:20])=[CH:11][NH:12]3)=[CH:7][C:6]=2[Cl:25])[CH2:4][CH2:3][CH2:2]1, predict the reactants needed to synthesize it. The reactants are: [N:1]1([C:5]2[N:14]=[C:13]3[C:8]([C:9](=[O:24])[C:10]([C:19]([O:21]CC)=[O:20])=[CH:11][N:12]3CCC#N)=[CH:7][C:6]=2[Cl:25])[CH2:4][CH2:3][CH2:2]1.[Li+].[OH-].C(O)(=O)CC(CC(O)=O)(C(O)=O)O. (2) Given the product [CH2:36]([O:38][C:39](=[O:40])[CH:41]=[CH:42][C:43]1[CH:48]=[CH:47][C:46]([C:2]2[CH:35]=[CH:34][C:5]([CH2:6][C:7]3[N:8]([C:20]4[CH:21]=[CH:22][C:23]([N:26]5[CH2:27][C:28](=[O:33])[NH:29][S:30]5(=[O:31])=[O:32])=[CH:24][CH:25]=4)[CH:9]=[C:10]([C:12]4[CH:17]=[CH:16][C:15]([Cl:18])=[CH:14][C:13]=4[Cl:19])[N:11]=3)=[CH:4][CH:3]=2)=[CH:45][CH:44]=1)[CH3:37], predict the reactants needed to synthesize it. The reactants are: Br[C:2]1[CH:35]=[CH:34][C:5]([CH2:6][C:7]2[N:8]([C:20]3[CH:25]=[CH:24][C:23]([N:26]4[S:30](=[O:32])(=[O:31])[NH:29][C:28](=[O:33])[CH2:27]4)=[CH:22][CH:21]=3)[CH:9]=[C:10]([C:12]3[CH:17]=[CH:16][C:15]([Cl:18])=[CH:14][C:13]=3[Cl:19])[N:11]=2)=[CH:4][CH:3]=1.[CH2:36]([O:38][C:39]([CH:41]=[CH:42][C:43]1[CH:48]=[CH:47][C:46](B(O)O)=[CH:45][CH:44]=1)=[O:40])[CH3:37]. (3) Given the product [CH3:27][NH:28][C:19]([C@H:15]1[CH2:16][C:17](=[O:18])[N:13]([C:10]2[CH:11]=[CH:12][C:7]([O:6][CH2:5][C:4]3[CH:22]=[CH:23][CH:24]=[C:2]([F:1])[CH:3]=3)=[CH:8][CH:9]=2)[CH2:14]1)=[O:20], predict the reactants needed to synthesize it. The reactants are: [F:1][C:2]1[CH:3]=[C:4]([CH:22]=[CH:23][CH:24]=1)[CH2:5][O:6][C:7]1[CH:12]=[CH:11][C:10]([N:13]2[C:17](=[O:18])[CH2:16][C@H:15]([C:19](O)=[O:20])[CH2:14]2)=[CH:9][CH:8]=1.CN.[CH3:27][N:28](C(ON1N=NC2C=CC=CC1=2)=[N+](C)C)C.F[P-](F)(F)(F)(F)F. (4) Given the product [CH2:1]([S:8][C:9]1[N:14]=[C:13]([NH:15][S:16]([CH3:19])(=[O:17])=[O:18])[C:12]([Cl:25])=[C:11]([NH:20][C@H:21]([CH3:24])[CH2:22][OH:23])[N:10]=1)[C:2]1[CH:3]=[CH:4][CH:5]=[CH:6][CH:7]=1, predict the reactants needed to synthesize it. The reactants are: [CH2:1]([S:8][C:9]1[N:14]=[C:13]([NH:15][S:16]([CH3:19])(=[O:18])=[O:17])[CH:12]=[C:11]([NH:20][C@H:21]([CH3:24])[CH2:22][OH:23])[N:10]=1)[C:2]1[CH:7]=[CH:6][CH:5]=[CH:4][CH:3]=1.[Cl:25]N1C(=O)CCC1=O. (5) Given the product [CH2:12]([O:19][C:20]1[CH:25]=[CH:24][CH:23]=[CH:22][C:21]=1[CH:33]([C:32]1[CH:31]=[CH:30][C:29]([C:28]([F:27])([F:37])[F:38])=[CH:36][CH:35]=1)[OH:34])[C:13]1[CH:18]=[CH:17][CH:16]=[CH:15][CH:14]=1, predict the reactants needed to synthesize it. The reactants are: CCCCCC.C([Li])CCC.[CH2:12]([O:19][C:20]1[CH:25]=[CH:24][CH:23]=[CH:22][C:21]=1Br)[C:13]1[CH:18]=[CH:17][CH:16]=[CH:15][CH:14]=1.[F:27][C:28]([F:38])([F:37])[C:29]1[CH:36]=[CH:35][C:32]([CH:33]=[O:34])=[CH:31][CH:30]=1.O.